Predict which catalyst facilitates the given reaction. From a dataset of Catalyst prediction with 721,799 reactions and 888 catalyst types from USPTO. Product: [CH3:9][O:10][C:11](=[O:24])[CH:12]=[C:13]([C:15]1[CH:16]=[CH:17][C:18]2[N:19]([C:21]([I:1])=[CH:22][N:23]=2)[CH:20]=1)[CH3:14]. The catalyst class is: 115. Reactant: [I:1]N1C(=O)CCC1=O.[CH3:9][O:10][C:11](=[O:24])[CH:12]=[C:13]([C:15]1[CH:16]=[CH:17][C:18]2[N:19]([CH:21]=[CH:22][N:23]=2)[CH:20]=1)[CH3:14].